This data is from Full USPTO retrosynthesis dataset with 1.9M reactions from patents (1976-2016). The task is: Predict the reactants needed to synthesize the given product. (1) Given the product [NH2:14][C:13]1[N:1]([CH2:3][CH2:4][OH:5])[N:2]=[CH:9][C:10]=1[C:11]#[N:12], predict the reactants needed to synthesize it. The reactants are: [NH:1]([CH2:3][CH2:4][OH:5])[NH2:2].C(O[CH:9]=[C:10]([C:13]#[N:14])[C:11]#[N:12])C. (2) Given the product [CH2:1]([O:3][C:4]([CH:6]1[C:12]2[NH:13][C:14]3[CH2:15][CH2:16][CH2:17][CH2:18][C:19]=3[C:11]=2[CH2:10][CH2:9][N:8]([C:20](=[O:28])[C:21]2[CH:26]=[CH:25][C:24]([F:27])=[CH:23][CH:22]=2)[CH2:7]1)=[O:5])[CH3:2], predict the reactants needed to synthesize it. The reactants are: [CH2:1]([O:3][C:4]([C:6]1[C:12]2[NH:13][C:14]3[CH:15]=[CH:16][CH:17]=[CH:18][C:19]=3[C:11]=2[CH2:10][CH2:9][N:8]([C:20](=[O:28])[C:21]2[CH:26]=[CH:25][C:24]([F:27])=[CH:23][CH:22]=2)[CH:7]=1)=[O:5])[CH3:2].[H][H]. (3) The reactants are: [N:1]1([C:7]2[CH:12]=[CH:11][C:10](B(O)O)=[CH:9][CH:8]=2)[CH2:6][CH2:5][O:4][CH2:3][CH2:2]1.[OH-].[Na+].[ClH:18].[N:19]12[CH2:26][CH2:25][CH:22]([CH2:23][CH2:24]1)[C@@H:21]([NH:27][C:28]([C:30]1[O:31][C:32]3[CH:38]=[CH:37][C:36](Br)=[CH:35][C:33]=3[CH:34]=1)=[O:29])[CH2:20]2. Given the product [ClH:18].[N:19]12[CH2:24][CH2:23][CH:22]([CH2:25][CH2:26]1)[C@@H:21]([NH:27][C:28]([C:30]1[O:31][C:32]3[CH:38]=[CH:37][C:36]([C:10]4[CH:11]=[CH:12][C:7]([N:1]5[CH2:6][CH2:5][O:4][CH2:3][CH2:2]5)=[CH:8][CH:9]=4)=[CH:35][C:33]=3[CH:34]=1)=[O:29])[CH2:20]2, predict the reactants needed to synthesize it. (4) Given the product [Cl:18][C:13]1[CH:14]=[CH:15][CH:16]=[CH:17][C:12]=1[CH2:11][C:8]1[S:7][C:6]([NH:5][C:3](=[O:4])[CH:2]([N:21]2[CH2:26][CH2:25][CH2:24][CH2:23][CH2:22]2)[CH2:19][CH3:20])=[N:10][CH:9]=1, predict the reactants needed to synthesize it. The reactants are: Br[CH:2]([CH2:19][CH3:20])[C:3]([NH:5][C:6]1[S:7][C:8]([CH2:11][C:12]2[CH:17]=[CH:16][CH:15]=[CH:14][C:13]=2[Cl:18])=[CH:9][N:10]=1)=[O:4].[NH:21]1[CH2:26][CH2:25][CH2:24][CH2:23][CH2:22]1. (5) Given the product [CH3:1][C:2]1[C:6]([CH2:7][S:8]([CH2:9][C:10]([N:12]2[CH2:13][CH2:14][N:15]([C:18]3[CH:23]=[CH:22][CH:21]=[CH:20][C:19]=3[CH3:24])[CH2:16][CH2:17]2)=[O:11])=[O:27])=[C:5]([CH3:25])[O:4][N:3]=1, predict the reactants needed to synthesize it. The reactants are: [CH3:1][C:2]1[C:6]([CH2:7][S:8][CH2:9][C:10]([N:12]2[CH2:17][CH2:16][N:15]([C:18]3[CH:23]=[CH:22][CH:21]=[CH:20][C:19]=3[CH3:24])[CH2:14][CH2:13]2)=[O:11])=[C:5]([CH3:25])[O:4][N:3]=1.I([O-])(=O)(=O)=[O:27].[Na+]. (6) Given the product [Cl:1][C:2]1[CH:7]=[CH:6][C:5]([O:8][CH3:9])=[C:4]([C:10]([CH3:15])([CH3:17])[C:11]([F:14])([F:13])[F:12])[CH:3]=1, predict the reactants needed to synthesize it. The reactants are: [Cl:1][C:2]1[CH:7]=[CH:6][C:5]([O:8][CH3:9])=[C:4]([C:10](Cl)([CH3:15])[C:11]([F:14])([F:13])[F:12])[CH:3]=1.[CH3:17][Al](C)C. (7) Given the product [CH2:1]([O:8][NH:9][C:10](=[O:19])[CH2:11][CH2:12][CH2:13][CH2:14][CH2:15][CH2:16][CH2:17][N:28]1[CH:27]([CH3:35])[CH2:26][C:25]2[C:30](=[CH:31][C:32]([O:33][CH3:34])=[C:23]([O:22][CH3:21])[CH:24]=2)[CH2:29]1)[C:2]1[CH:7]=[CH:6][CH:5]=[CH:4][CH:3]=1, predict the reactants needed to synthesize it. The reactants are: [CH2:1]([O:8][NH:9][C:10](=[O:19])[CH2:11][CH2:12][CH2:13][CH2:14][CH2:15][CH2:16][CH2:17]Br)[C:2]1[CH:7]=[CH:6][CH:5]=[CH:4][CH:3]=1.Cl.[CH3:21][O:22][C:23]1[CH:24]=[C:25]2[C:30](=[CH:31][C:32]=1[O:33][CH3:34])[CH2:29][NH:28][CH:27]([CH3:35])[CH2:26]2.C(=O)([O-])[O-].[K+].[K+]. (8) Given the product [F:22][C:23]1[CH:24]=[C:25]2[C:29](=[CH:30][CH:31]=1)[NH:28][C:27]([CH:14]([C:15]1[CH:20]=[CH:19][CH:18]=[CH:17][CH:16]=1)[C:4]1[C:3](=[O:7])[C:2]([CH3:1])([C:8]3[CH:13]=[CH:12][CH:11]=[CH:10][CH:9]=3)[C:5]=1[OH:6])=[C:26]2[CH3:32], predict the reactants needed to synthesize it. The reactants are: [CH3:1][C:2]1([C:8]2[CH:13]=[CH:12][CH:11]=[CH:10][CH:9]=2)[C:5](=[O:6])[CH2:4][C:3]1=[O:7].[CH:14](=O)[C:15]1[CH:20]=[CH:19][CH:18]=[CH:17][CH:16]=1.[F:22][C:23]1[CH:24]=[C:25]2[C:29](=[CH:30][CH:31]=1)[NH:28][CH:27]=[C:26]2[CH3:32].